From a dataset of Experimentally validated miRNA-target interactions with 360,000+ pairs, plus equal number of negative samples. Binary Classification. Given a miRNA mature sequence and a target amino acid sequence, predict their likelihood of interaction. (1) The miRNA is hsa-miR-3663-5p with sequence GCUGGUCUGCGUGGUGCUCGG. The protein sequence of the target gene is MVEPGQDLLLAALSESGISPNDLFDIDGGDAGLATPMPTPSVQQSVPLSALELGLETEAAVPVKQEPETVPTPALLNVRQQPPSTTTFVLNQINHLPPLGSTIVMTKTPPVTTNRQTITLTKFIQTTASTRPSVSAPTVRNAMTSAPSKDQVQLKDLLKNNSLNELMKLKPPANIAQPVATAATDVSNGTVKKESSNKEGARMWINDMKMRSFSPTMKVPVVKEDDEPEEEDEEEMGHAETYAEYMPIKLKIGLRHPDAVVETSSLSSVTPPDVWYKTSISEETIDNGWLSALQLEAITY.... Result: 1 (interaction). (2) The miRNA is bta-miR-181a with sequence AACAUUCAACGCUGUCGGUGAGUU. The protein sequence of the target gene is MGAQFSKTAAKGEATAERPGEAAVASSPSKANGQENGHVKVNGDASPAAAEPGAKEELQANGSAPAADKEEPAAAGSGAASPAAAEKDEPAAAAPDAGASPVEKEAPVEGEAAEPGSPTAAEGEAASAASSTSSPKAEDGATPSPSNETPKKKKKRFSFKKSFKLSGFSFKKNKKEAGEGGEAEGAAGASAEGGKDEASGGAAAAAGEAGAAPGEPTAAPGEEAAAGEEGAAGGDPQEAKPEEAAVAPEKPPASEEAKAVEEPSKAEEKAEEAGVSAAGCEAPSAAGPGVPPEQEAAPAE.... Result: 1 (interaction). (3) The miRNA is hsa-miR-5588-3p with sequence AAGUCCCACUAAUGCCAGC. The protein sequence of the target gene is MTPQSLLQTTLFLLSLLFLVQGAHGRGHREDFRFCSQRNQTHRSSLHYKPTPDLRISIENSEEALTVHAPFPAAHPASRSFPDPRGLYHFCLYWNRHAGRLHLLYGKRDFLLSDKASSLLCFQHQEESLAQGPPLLATSVTSWWSPQNISLPSAASFTFSFHSPPHTAAHNASVDMCELKRDLQLLSQFLKHPQKASRRPSAAPASQQLQSLESKLTSVRFMGDMVSFEEDRINATVWKLQPTAGLQDLHIHSRQEEEQSEIMEYSVLLPRTLFQRTKGRSGEAEKRLLLVDFSSQALFQ.... Result: 1 (interaction). (4) The miRNA is mmu-miR-27a-5p with sequence AGGGCUUAGCUGCUUGUGAGCA. The protein sequence of the target gene is MCPRAARAPATLLLALGAVLWPAAGAWELTILHTNDVHSRLEQTSEDSSKCVNASRCMGGVARLFTKVQQIRRAEPNVLLLDAGDQYQGTIWFTVYKGAEVAHFMNALRYDAMALGNHEFDNGVEGLIEPLLKEAKFPILSANIKAKGPLASQISGLYLPYKVLPVGDEVVGIVGYTSKETPFLSNPGTNLVFEDEITALQPEVDKLKTLNVNKIIALGHSGFEMDKLIAQKVRGVDVVVGGHSNTFLYTGNPPSKEVPAGKYPFIVTSDDGRKVPVVQAYAFGKYLGYLKIEFDERGNV.... Result: 0 (no interaction). (5) The miRNA is hsa-miR-4446-5p with sequence AUUUCCCUGCCAUUCCCUUGGC. The protein sequence of the target gene is MAGPPALPPPETAAAATTAAAASSSAASPHYQEWILDTIDSLRSRKARPDLERICRMVRRRHGPEPERTRAELEKLIQQRAVLRVSYKGSISYRNAARVQPPRRGATPPAPPRAPRGAPAAAAAAAPPPTPAPPPPPAPVAAAAPARAPRAAAAAATAPPSPGPAQPGPRAQRAAPLAAPPPAPAAPPAVAPPAGPRRAPPPAVAAREPPLPPPPQPPAPPQQQQPPPPQPQPPPEGGAVRAGGAARPVSLREVVRYLGGSGGAGGRLTRGRVQGLLEEEAAARGRLERTRLGALALPRG.... Result: 1 (interaction). (6) The miRNA is hsa-miR-5580-3p with sequence CACAUAUGAAGUGAGCCAGCAC. The protein sequence of the target gene is MIIKHFFGTVLVLLASTTIFSLDLKLIIFQQRQVNQESLKLLNKLQTLSIQQCLPHRKNFLLPQKSLSPQQYQKGHTLAILHEMLQQIFSLFRANISLDGWEENHTEKFLIQLHQQLEYLEALMGLEAEKLSGTLGSDNLRLQVKMYFRRIHDYLENQDYSTCAWAIVQVEISRCLFFVFSLTEKLSKQGRPLNDMKQELTTEFRSPR. Result: 0 (no interaction). (7) The miRNA is hsa-miR-4793-5p with sequence ACAUCCUGCUCCACAGGGCAGAGG. The protein sequence of the target gene is MGRRDAQLLAALLVLGLCALAGSEKPSPCQCSRLSPHNRTNCGFPGITSDQCFDNGCCFDSSVTGVPWCFHPLPKQESDQCVMEVSDRRNCGYPGISPEECASRKCCFSNFIFEVPWCFFPKSVEDCHY. Result: 0 (no interaction). (8) Result: 1 (interaction). The protein sequence of the target gene is MSVDPLSSKALKIKRELSENTPHLSDEALMGLSVRELNRHLRGLSAEEVTRLKQRRRTLKNRGYAASCRVKRVCQKEELQKQKSELEREVDKLARENAAMRLELDALRGKCEALQGFARSVAAARGPATLVAPASVITIVKSTPGSGSGPAHGPDPAHGPASCS. The miRNA is hsa-miR-4466 with sequence GGGUGCGGGCCGGCGGGG.